From a dataset of Forward reaction prediction with 1.9M reactions from USPTO patents (1976-2016). Predict the product of the given reaction. (1) Given the reactants [NH2:1][C:2]([NH:4][C:5]1[C:6]([C:25]([NH2:27])=[O:26])=[N:7][N:8]([C:10]2[CH:15]=[CH:14][C:13]([C:16]3[CH:21]=[CH:20][C:19]([F:22])=[CH:18][C:17]=3[OH:23])=[C:12]([F:24])[CH:11]=2)[CH:9]=1)=[O:3].C([O-])([O-])=O.[K+].[K+].Br[CH2:35][C:36]([NH2:38])=[O:37], predict the reaction product. The product is: [NH2:1][C:2]([NH:4][C:5]1[C:6]([C:25]([NH2:27])=[O:26])=[N:7][N:8]([C:10]2[CH:15]=[CH:14][C:13]([C:16]3[CH:21]=[CH:20][C:19]([F:22])=[CH:18][C:17]=3[O:23][CH2:35][C:36]([NH2:38])=[O:37])=[C:12]([F:24])[CH:11]=2)[CH:9]=1)=[O:3]. (2) Given the reactants C(OC([N:11]([CH2:18][CH2:19][CH2:20][N:21]1[C:26]2[CH:27]=[CH:28][C:29]([S:31][CH:32]([C:39]3[CH:44]=[CH:43][CH:42]=[CH:41][CH:40]=3)[CH2:33][C:34]([O:36][CH2:37][CH3:38])=[O:35])=[CH:30][C:25]=2[O:24][CH2:23][C:22]1=[O:45])[C:12]1[CH:17]=[CH:16][CH:15]=[CH:14][N:13]=1)=O)C1C=CC=CC=1.Br, predict the reaction product. The product is: [O:45]=[C:22]1[N:21]([CH2:20][CH2:19][CH2:18][NH:11][C:12]2[CH:17]=[CH:16][CH:15]=[CH:14][N:13]=2)[C:26]2[CH:27]=[CH:28][C:29]([S:31][CH:32]([C:39]3[CH:44]=[CH:43][CH:42]=[CH:41][CH:40]=3)[CH2:33][C:34]([O:36][CH2:37][CH3:38])=[O:35])=[CH:30][C:25]=2[O:24][CH2:23]1. (3) Given the reactants [CH3:1][CH2:2][CH2:3][CH2:4][CH2:5][CH:6]1[CH:8]([CH2:9][CH:10]2[CH:12]([CH2:13][CH2:14][CH2:15][CH2:16][CH2:17][CH2:18][CH2:19][C:20]([OH:22])=[O:21])[CH2:11]2)[CH2:7]1.[CH2:23]([O:30][CH2:31][C@H:32]([OH:35])[CH2:33]O)[C:24]1[CH:29]=[CH:28][CH:27]=[CH:26][CH:25]=1.Cl.CN(C)[CH2:39][CH2:40][CH2:41]N=C=NCC.Cl, predict the reaction product. The product is: [CH2:23]([O:30][CH2:31][C@H:32]([O:35][C:20](=[O:21])[CH2:19][CH2:18][CH2:17][CH2:16][CH2:15][CH2:14][CH2:13][CH:12]1[CH2:11][CH:10]1[CH2:9][CH:8]1[CH2:7][CH:6]1[CH2:5][CH2:4][CH2:41][CH2:40][CH3:39])[CH2:33][O:21][C:20](=[O:22])[CH2:19][CH2:18][CH2:17][CH2:16][CH2:15][CH2:14][CH2:13][CH:12]1[CH2:11][CH:10]1[CH2:9][CH:8]1[CH2:7][CH:6]1[CH2:5][CH2:4][CH2:3][CH2:2][CH3:1])[C:24]1[CH:25]=[CH:26][CH:27]=[CH:28][CH:29]=1. (4) Given the reactants Br[C:2]1[CH:8]=[CH:7][C:5]([NH2:6])=[CH:4][C:3]=1[F:9].[CH2:10]([O:14][C:15]1[CH:16]=[C:17](B(O)O)[CH:18]=[CH:19][CH:20]=1)[CH2:11][CH2:12][CH3:13], predict the reaction product. The product is: [CH2:10]([O:14][C:15]1[CH:20]=[C:19]([C:2]2[CH:8]=[CH:7][C:5]([NH2:6])=[CH:4][C:3]=2[F:9])[CH:18]=[CH:17][CH:16]=1)[CH2:11][CH2:12][CH3:13]. (5) The product is: [S:14]1[CH:18]=[CH:17][C:16]([C:2]2[CH:3]=[C:4]([N:8]3[CH2:13][CH2:12][NH:11][CH2:10][CH2:9]3)[CH:5]=[CH:6][CH:7]=2)=[CH:15]1. Given the reactants Br[C:2]1[CH:3]=[C:4]([N:8]2[CH2:13][CH2:12][NH:11][CH2:10][CH2:9]2)[CH:5]=[CH:6][CH:7]=1.[S:14]1[CH:18]=[CH:17][C:16](B(O)O)=[CH:15]1.C(=O)([O-])[O-].[Na+].[Na+].C1(C)C=CC=CC=1, predict the reaction product.